From a dataset of Full USPTO retrosynthesis dataset with 1.9M reactions from patents (1976-2016). Predict the reactants needed to synthesize the given product. (1) Given the product [F:17][C:15]1[CH:16]=[C:11]([N:10]2[CH2:31][C@H:32]([CH2:33][OH:42])[O:8][C:9]2=[O:29])[CH:12]=[C:13]([F:28])[C:14]=1[N:18]1[CH2:23][CH2:22][C:21]([OH:27])([CH2:24][O:25][CH3:26])[CH2:20][CH2:19]1, predict the reactants needed to synthesize it. The reactants are: C([O:8][C:9](=[O:29])[NH:10][C:11]1[CH:16]=[C:15]([F:17])[C:14]([N:18]2[CH2:23][CH2:22][C:21]([OH:27])([CH2:24][O:25][CH3:26])[CH2:20][CH2:19]2)=[C:13]([F:28])[CH:12]=1)C1C=CC=CC=1.[Li][CH2:31][CH2:32][CH2:33]C.CCCCCC.C[O-:42].[Na+]. (2) The reactants are: [Cl:1][C:2]1[C:24]([O:25][CH:26]([CH3:28])[CH3:27])=[CH:23][C:5]2[N:6]([CH:10]3[CH2:15][CH2:14][N:13](C(OC(C)(C)C)=O)[CH2:12][CH2:11]3)[C:7](=[O:9])[NH:8][C:4]=2[CH:3]=1.FC(F)(F)C(O)=O. Given the product [Cl:1][C:2]1[C:24]([O:25][CH:26]([CH3:28])[CH3:27])=[CH:23][C:5]2[N:6]([CH:10]3[CH2:11][CH2:12][NH:13][CH2:14][CH2:15]3)[C:7](=[O:9])[NH:8][C:4]=2[CH:3]=1, predict the reactants needed to synthesize it. (3) Given the product [CH2:11]([N:18]1[C:30]2[CH:29]=[CH:28][C:27]([CH:31]=[O:33])=[CH:26][C:25]=2[C:24]2[C:19]1=[CH:20][CH:21]=[C:22]([CH:4]=[O:5])[CH:23]=2)[CH2:12][CH2:13][CH2:14][CH2:15][CH2:16][CH3:17], predict the reactants needed to synthesize it. The reactants are: CN([CH:4]=[O:5])C.O=P(Cl)(Cl)Cl.[CH2:11]([N:18]1[C:30]2[CH:29]=[CH:28][CH:27]=[CH:26][C:25]=2[C:24]2[C:19]1=[CH:20][CH:21]=[CH:22][CH:23]=2)[CH2:12][CH2:13][CH2:14][CH2:15][CH2:16][CH3:17].[C:31]([O-])(=[O:33])C.[Na+]. (4) Given the product [Cl:1][C:2]1[CH:3]=[C:4]([C:5]([N:17]2[C:18]3[C:14](=[CH:13][C:12]([F:11])=[CH:20][CH:19]=3)[C:15]([CH3:22])([CH3:21])[CH2:16]2)=[O:7])[CH:8]=[CH:9][N:10]=1, predict the reactants needed to synthesize it. The reactants are: [Cl:1][C:2]1[CH:3]=[C:4]([CH:8]=[CH:9][N:10]=1)[C:5]([OH:7])=O.[F:11][C:12]1[CH:13]=[C:14]2[C:18](=[CH:19][CH:20]=1)[NH:17][CH2:16][C:15]2([CH3:22])[CH3:21].CN(C(ON1N=NC2C=CC=CC1=2)=[N+](C)C)C.[B-](F)(F)(F)F. (5) The reactants are: [Br:1][C:2]1[CH:10]=[C:9]([CH3:11])[CH:8]=[CH:7][C:3]=1[C:4](O)=[O:5].C[N:13](C=O)C. Given the product [Br:1][C:2]1[CH:10]=[C:9]([CH3:11])[CH:8]=[CH:7][C:3]=1[C:4]([NH2:13])=[O:5], predict the reactants needed to synthesize it. (6) Given the product [N:1]1[CH:6]=[CH:5][CH:4]=[C:3]2[CH2:7][CH2:8][CH2:9][CH2:10][CH:11]([OH:12])[C:2]=12, predict the reactants needed to synthesize it. The reactants are: [N:1]1[CH:6]=[CH:5][CH:4]=[C:3]2[CH2:7][CH2:8][CH2:9][CH2:10][CH:11]([O:12]C(=O)C)[C:2]=12.C([O-])([O-])=O.[K+].[K+].O.